Task: Predict the reactants needed to synthesize the given product.. Dataset: Full USPTO retrosynthesis dataset with 1.9M reactions from patents (1976-2016) (1) Given the product [Cl:1][C:2]1[CH:3]=[C:4]([C:8]2[N:9]=[C:10]([N:16]3[C:20]4[CH:21]=[C:22]([O:25][CH2:30][CH2:29][CH2:28][N:27]([CH3:42])[CH3:26])[CH:23]=[CH:24][C:19]=4[N:18]=[CH:17]3)[S:11][C:12]=2[C:13]([NH2:15])=[O:14])[CH:5]=[CH:6][CH:7]=1, predict the reactants needed to synthesize it. The reactants are: [Cl:1][C:2]1[CH:3]=[C:4]([C:8]2[N:9]=[C:10]([N:16]3[C:20]4[CH:21]=[C:22]([OH:25])[CH:23]=[CH:24][C:19]=4[N:18]=[CH:17]3)[S:11][C:12]=2[C:13]([NH2:15])=[O:14])[CH:5]=[CH:6][CH:7]=1.[CH3:26][N:27]([CH3:42])[CH2:28][CH2:29][CH2:30]OS(C1C=CC(C)=CC=1)(=O)=O.C(=O)([O-])[O-].[Cs+].[Cs+]. (2) Given the product [C:9]([C:6]1[CH:7]=[CH:8][C:3]([CH2:20][N:19]([CH3:22])[CH2:18][C:17]([O:16][C:12]([CH3:15])([CH3:14])[CH3:13])=[O:21])=[CH:4][CH:5]=1)#[N:10], predict the reactants needed to synthesize it. The reactants are: BrC[C:3]1[CH:8]=[CH:7][C:6]([C:9]#[N:10])=[CH:5][CH:4]=1.Cl.[C:12]([O:16][C:17](=[O:21])[CH2:18][NH:19][CH3:20])([CH3:15])([CH3:14])[CH3:13].[C:22](=O)([O-])[O-].[K+].[K+]. (3) The reactants are: [Br:1][C:2]1[CH:7]=[CH:6][C:5](I)=[CH:4][CH:3]=1.[NH:9]1[CH:13]=[N:12][CH:11]=[N:10]1. Given the product [Br:1][C:2]1[CH:7]=[CH:6][C:5]([N:9]2[CH:13]=[N:12][CH:11]=[N:10]2)=[CH:4][CH:3]=1, predict the reactants needed to synthesize it. (4) Given the product [CH3:13][O:12][C:10](=[O:11])[CH2:9][C:3]1([NH:2][C:27](=[O:28])[CH2:23][C:24]([O:25][CH2:19][CH3:20])=[O:31])[CH2:8][CH2:7][CH2:6][CH2:5][CH2:4]1, predict the reactants needed to synthesize it. The reactants are: Cl.[NH2:2][C:3]1([CH2:9][C:10]([O:12][CH3:13])=[O:11])[CH2:8][CH2:7][CH2:6][CH2:5][CH2:4]1.C(N([CH2:19][CH3:20])CC)C.C([CH:23]([C:27](Cl)=[O:28])[C:24](Cl)=[O:25])C.C([O-])(O)=[O:31].[Na+].